This data is from NCI-60 drug combinations with 297,098 pairs across 59 cell lines. The task is: Regression. Given two drug SMILES strings and cell line genomic features, predict the synergy score measuring deviation from expected non-interaction effect. (1) Drug 1: C1=CC(=CC=C1C#N)C(C2=CC=C(C=C2)C#N)N3C=NC=N3. Drug 2: C#CCC(CC1=CN=C2C(=N1)C(=NC(=N2)N)N)C3=CC=C(C=C3)C(=O)NC(CCC(=O)O)C(=O)O. Cell line: MDA-MB-231. Synergy scores: CSS=-1.92, Synergy_ZIP=1.12, Synergy_Bliss=-1.41, Synergy_Loewe=-3.44, Synergy_HSA=-5.41. (2) Drug 1: CC1C(C(CC(O1)OC2CC(OC(C2O)C)OC3=CC4=CC5=C(C(=O)C(C(C5)C(C(=O)C(C(C)O)O)OC)OC6CC(C(C(O6)C)O)OC7CC(C(C(O7)C)O)OC8CC(C(C(O8)C)O)(C)O)C(=C4C(=C3C)O)O)O)O. Drug 2: CC1=C(N=C(N=C1N)C(CC(=O)N)NCC(C(=O)N)N)C(=O)NC(C(C2=CN=CN2)OC3C(C(C(C(O3)CO)O)O)OC4C(C(C(C(O4)CO)O)OC(=O)N)O)C(=O)NC(C)C(C(C)C(=O)NC(C(C)O)C(=O)NCCC5=NC(=CS5)C6=NC(=CS6)C(=O)NCCC[S+](C)C)O. Cell line: CCRF-CEM. Synergy scores: CSS=55.7, Synergy_ZIP=0.836, Synergy_Bliss=4.81, Synergy_Loewe=-7.46, Synergy_HSA=1.35. (3) Drug 1: CCC1(CC2CC(C3=C(CCN(C2)C1)C4=CC=CC=C4N3)(C5=C(C=C6C(=C5)C78CCN9C7C(C=CC9)(C(C(C8N6C=O)(C(=O)OC)O)OC(=O)C)CC)OC)C(=O)OC)O.OS(=O)(=O)O. Drug 2: COC1=NC(=NC2=C1N=CN2C3C(C(C(O3)CO)O)O)N. Cell line: SF-539. Synergy scores: CSS=16.8, Synergy_ZIP=-4.39, Synergy_Bliss=-0.479, Synergy_Loewe=-13.4, Synergy_HSA=-4.18. (4) Drug 2: CC1=C(C(=CC=C1)Cl)NC(=O)C2=CN=C(S2)NC3=CC(=NC(=N3)C)N4CCN(CC4)CCO. Drug 1: COC1=CC(=CC(=C1O)OC)C2C3C(COC3=O)C(C4=CC5=C(C=C24)OCO5)OC6C(C(C7C(O6)COC(O7)C8=CC=CS8)O)O. Synergy scores: CSS=58.7, Synergy_ZIP=3.15, Synergy_Bliss=4.76, Synergy_Loewe=4.95, Synergy_HSA=5.64. Cell line: BT-549. (5) Drug 1: CN(C)N=NC1=C(NC=N1)C(=O)N. Drug 2: C1CC(C1)(C(=O)O)C(=O)O.[NH2-].[NH2-].[Pt+2]. Cell line: SW-620. Synergy scores: CSS=21.6, Synergy_ZIP=-2.77, Synergy_Bliss=0.966, Synergy_Loewe=-12.8, Synergy_HSA=-3.59. (6) Drug 1: C1=CC(=CC=C1CC(C(=O)O)N)N(CCCl)CCCl.Cl. Drug 2: CN1C2=C(C=C(C=C2)N(CCCl)CCCl)N=C1CCCC(=O)O.Cl. Cell line: SN12C. Synergy scores: CSS=-1.23, Synergy_ZIP=-5.42, Synergy_Bliss=-3.17, Synergy_Loewe=-21.3, Synergy_HSA=-4.62.